Dataset: Catalyst prediction with 721,799 reactions and 888 catalyst types from USPTO. Task: Predict which catalyst facilitates the given reaction. (1) Reactant: C1C=CC2N(O)N=[N:7]C=2C=1.CCN=C=NCCCN(C)C.Cl.Cl.CCN(C(C)C)C(C)C.[CH3:33][C:34]1[C:35]([CH2:47][CH2:48][C:49]2[CH:54]=[CH:53][CH:52]=[CH:51][C:50]=2[CH2:55][C:56]([OH:58])=O)=[N:36][C:37]([NH:40][C:41]2[CH:42]=[N:43][N:44]([CH3:46])[CH:45]=2)=[N:38][CH:39]=1.C(=O)([O-])[O-].[NH4+].[NH4+]. Product: [CH3:33][C:34]1[C:35]([CH2:47][CH2:48][C:49]2[CH:54]=[CH:53][CH:52]=[CH:51][C:50]=2[CH2:55][C:56]([NH2:7])=[O:58])=[N:36][C:37]([NH:40][C:41]2[CH:42]=[N:43][N:44]([CH3:46])[CH:45]=2)=[N:38][CH:39]=1. The catalyst class is: 3. (2) Reactant: CN(C(ON1N=NC2C=CC=NC1=2)=[N+](C)C)C.F[P-](F)(F)(F)(F)F.[C:25]([O:29][C:30]([NH:32][C:33]1([C:48]([OH:50])=O)[CH2:38][CH2:37][N:36]([C:39]2[C:40]3[CH:47]=[CH:46][NH:45][C:41]=3[N:42]=[CH:43][N:44]=2)[CH2:35][CH2:34]1)=[O:31])([CH3:28])([CH3:27])[CH3:26].[Cl:51][C:52]1[CH:57]=[CH:56][C:55]([CH:58]([NH2:65])[CH2:59][N:60]2[CH:64]=[CH:63][CH:62]=[N:61]2)=[CH:54][CH:53]=1.C(N(CC)C(C)C)(C)C. Product: [Cl:51][C:52]1[CH:57]=[CH:56][C:55]([CH:58]([NH:65][C:48]([C:33]2([NH:32][C:30](=[O:31])[O:29][C:25]([CH3:28])([CH3:27])[CH3:26])[CH2:34][CH2:35][N:36]([C:39]3[C:40]4[CH:47]=[CH:46][NH:45][C:41]=4[N:42]=[CH:43][N:44]=3)[CH2:37][CH2:38]2)=[O:50])[CH2:59][N:60]2[CH:64]=[CH:63][CH:62]=[N:61]2)=[CH:54][CH:53]=1. The catalyst class is: 60.